Task: Predict the reactants needed to synthesize the given product.. Dataset: Full USPTO retrosynthesis dataset with 1.9M reactions from patents (1976-2016) (1) Given the product [Cl:22][C:11]1[N:12]=[C:13]([N:16]2[CH2:21][CH2:20][O:19][CH2:18][CH2:17]2)[C:14]2[S:15][C:7]([CH2:6][NH:27][CH3:26])=[CH:8][C:9]=2[N:10]=1, predict the reactants needed to synthesize it. The reactants are: CS(O[CH2:6][C:7]1[S:15][C:14]2[C:13]([N:16]3[CH2:21][CH2:20][O:19][CH2:18][CH2:17]3)=[N:12][C:11]([Cl:22])=[N:10][C:9]=2[CH:8]=1)(=O)=O.CN.C[CH2:26][N:27](C(C)C)C(C)C. (2) Given the product [Cl:2][C:3]1[CH:8]=[CH:7][C:6]([N:9]2[CH2:14][CH2:13][CH:12]([C:15]([N:41]3[CH2:36][CH2:37][CH2:38][CH2:39][CH2:40]3)=[O:17])[CH2:11][CH2:10]2)=[CH:5][C:4]=1[C:18]1[NH:26][C:21]2[CH:22]=[N:23][CH:24]=[CH:25][C:20]=2[N:19]=1, predict the reactants needed to synthesize it. The reactants are: Cl.[Cl:2][C:3]1[CH:8]=[CH:7][C:6]([N:9]2[CH2:14][CH2:13][CH:12]([C:15]([OH:17])=O)[CH2:11][CH2:10]2)=[CH:5][C:4]=1[C:18]1[NH:26][C:21]2[CH:22]=[N:23][CH:24]=[CH:25][C:20]=2[N:19]=1.CN(C(ON1N=N[C:37]2[CH:38]=[CH:39][CH:40]=[N:41][C:36]1=2)=[N+](C)C)C.F[P-](F)(F)(F)(F)F.C(N(CC)CC)C.N1CCCCC1.